This data is from Reaction yield outcomes from USPTO patents with 853,638 reactions. The task is: Predict the reaction yield, written as a fraction of the theoretical maximum amount of product (1.0 means a 100% yield; for example, 0.34 means a 34% yield). (1) The reactants are Cl[C:2]1[N:3]=[N:4][C:5]([O:8][CH3:9])=[CH:6][CH:7]=1.NC(N)=[S:12].CC(CC)=O. The catalyst is O. The product is [SH:12][C:2]1[N:3]=[N:4][C:5]([O:8][CH3:9])=[CH:6][CH:7]=1. The yield is 0.240. (2) The reactants are [I:1][C:2]1[CH:6]=[C:5]([CH:7]2[CH2:12][CH2:11][N:10]([CH:13]3[CH2:16][O:15][CH2:14]3)[CH2:9][CH2:8]2)[N:4]([CH:17]([CH3:19])[CH3:18])[N:3]=1.IC1C=C(C2CCNCC2)N(C2CC[O:34][CH2:33]2)N=1. No catalyst specified. The product is [I:1][C:2]1[CH:6]=[C:5]([CH:7]2[CH2:12][CH2:11][N:10]([CH:13]3[CH2:14][O:15][CH2:16]3)[CH2:9][CH2:8]2)[N:4]([CH:17]2[CH2:19][CH2:33][O:34][CH2:18]2)[N:3]=1. The yield is 0.860. (3) The reactants are Br[C:2]1[C:10]2[N:9]=[C:8]([CH3:11])[N:7]([CH2:12][C:13]3[CH:18]=[CH:17][CH:16]=[C:15]([Cl:19])[C:14]=3[CH3:20])[C:6]=2[CH:5]=[C:4]([N:21]2[CH2:26][CH2:25][O:24][CH2:23][CH2:22]2)[CH:3]=1.C([O:30][B:31]1OC(C)(C)C(C)(C)[O:32]1)(C)C. No catalyst specified. The product is [Cl:19][C:15]1[C:14]([CH3:20])=[C:13]([CH2:12][N:7]2[C:6]3[CH:5]=[C:4]([N:21]4[CH2:26][CH2:25][O:24][CH2:23][CH2:22]4)[CH:3]=[C:2]([B:31]([OH:32])[OH:30])[C:10]=3[N:9]=[C:8]2[CH3:11])[CH:18]=[CH:17][CH:16]=1. The yield is 0.234. (4) The reactants are [CH2:1]([C:5]1([C:18]([O:20][CH3:21])=[O:19])[C:14]2[C:9](=[CH:10][CH:11]=[CH:12][CH:13]=2)[C:8](=[O:15])[CH:7]=[C:6]1[O:16]C)[CH2:2][CH2:3][CH3:4].I[Si](C)(C)C. The catalyst is C(#N)C. The product is [CH2:1]([C:5]1([C:18]([O:20][CH3:21])=[O:19])[C:14]2[C:9](=[CH:10][CH:11]=[CH:12][CH:13]=2)[C:8](=[O:15])[CH2:7][C:6]1=[O:16])[CH2:2][CH2:3][CH3:4]. The yield is 0.920. (5) The reactants are [CH2:1]([O:8][C:9]1[CH:14]=[CH:13][C:12]([F:15])=[CH:11][C:10]=1[Cl:16])[C:2]1[CH:7]=[CH:6][CH:5]=[CH:4][CH:3]=1.C([Li])CCC.CN(C)[CH:24]=[O:25]. The catalyst is O1CCCC1. The product is [CH2:1]([O:8][C:9]1[C:10]([Cl:16])=[C:11]([C:12]([F:15])=[CH:13][CH:14]=1)[CH:24]=[O:25])[C:2]1[CH:3]=[CH:4][CH:5]=[CH:6][CH:7]=1. The yield is 0.320.